Dataset: Reaction yield outcomes from USPTO patents with 853,638 reactions. Task: Predict the reaction yield, written as a fraction of the theoretical maximum amount of product (1.0 means a 100% yield; for example, 0.34 means a 34% yield). (1) The reactants are [NH2:1][C:2]1[CH:11]=[C:10]([O:12][CH3:13])[CH:9]=[C:8]([O:14][CH3:15])[C:3]=1[C:4](OC)=[O:5].C(O)(=O)C.[CH:20](N)=[NH:21]. The catalyst is COCCO. The product is [CH3:15][O:14][C:8]1[CH:9]=[C:10]([O:12][CH3:13])[CH:11]=[C:2]2[C:3]=1[C:4](=[O:5])[NH:21][CH:20]=[N:1]2. The yield is 0.760. (2) The product is [CH3:1][N:2]1[C:7]2=[N:8][C:9]([NH:12][C:13]3[CH:14]=[CH:15][C:16]([N:19]4[CH2:20][CH2:21][N:22]([CH3:25])[CH2:23][CH2:24]4)=[CH:17][CH:18]=3)=[N:10][CH:11]=[C:6]2[CH:5]=[N:4][C:3]1=[O:26]. The reactants are [CH3:1][N:2]1[C:7]2=[N:8][C:9]([NH:12][C:13]3[CH:18]=[CH:17][C:16]([N:19]4[CH2:24][CH2:23][N:22]([CH3:25])[CH2:21][CH2:20]4)=[CH:15][CH:14]=3)=[N:10][CH:11]=[C:6]2[CH2:5][NH:4][C:3]1=[O:26].FC(F)(F)C(O)=O.CC(C)([O-])C.[K+]. The catalyst is O1CCCC1. The yield is 0.610. (3) The reactants are [NH:1]1[CH2:4][CH:3]([C:5]2[C:6]([O:26][CH3:27])=[C:7]([CH:13]([N:15]3[C:19]4=[N:20][CH:21]=[N:22][C:23]([NH2:24])=[C:18]4[C:17]([Br:25])=[N:16]3)[CH3:14])[CH:8]=[C:9]([Cl:12])[C:10]=2[CH3:11])[CH2:2]1.[CH2:28]([N:30](CC)CC)[CH3:29].BrCC#N. The catalyst is C(#N)C.CN(C=O)C. The product is [NH2:24][C:23]1[N:22]=[CH:21][N:20]=[C:19]2[N:15]([CH:13]([C:7]3[C:6]([O:26][CH3:27])=[C:5]([CH:3]4[CH2:4][N:1]([CH2:29][C:28]#[N:30])[CH2:2]4)[C:10]([CH3:11])=[C:9]([Cl:12])[CH:8]=3)[CH3:14])[N:16]=[C:17]([Br:25])[C:18]=12. The yield is 0.300.